This data is from Full USPTO retrosynthesis dataset with 1.9M reactions from patents (1976-2016). The task is: Predict the reactants needed to synthesize the given product. (1) Given the product [CH2:1]([N:3]1[CH:7]=[C:6]([C:8]2[CH:9]=[C:10]([NH:11][C:22]([NH:21][C:24]3[CH:29]=[CH:28][CH:27]=[C:26]([C:30]([F:31])([F:32])[F:33])[CH:25]=3)=[O:23])[CH:12]=[CH:13][CH:14]=2)[C:5]([C:15]2[CH:16]=[CH:17][N:18]=[CH:19][CH:20]=2)=[N:4]1)[CH3:2], predict the reactants needed to synthesize it. The reactants are: [CH2:1]([N:3]1[CH:7]=[C:6]([C:8]2[CH:9]=[C:10]([CH:12]=[CH:13][CH:14]=2)[NH2:11])[C:5]([C:15]2[CH:20]=[CH:19][N:18]=[CH:17][CH:16]=2)=[N:4]1)[CH3:2].[N:21]([C:24]1[CH:29]=[CH:28][CH:27]=[C:26]([C:30]([F:33])([F:32])[F:31])[CH:25]=1)=[C:22]=[O:23]. (2) Given the product [CH3:27][O:28][CH2:29][CH2:30][N:31]([CH2:32][CH2:33][CH3:34])[CH2:36][CH2:20][CH:13]1[C:14]2[C:19](=[CH:18][CH:17]=[CH:16][CH:15]=2)[C:11](=[C:10]2[C:9]3[C:4](=[CH:5][CH:6]=[CH:7][CH:8]=3)[NH:3][C:2]2=[O:1])[O:12]1, predict the reactants needed to synthesize it. The reactants are: [O:1]=[C:2]1[C:10](=[C:11]2[C:19]3[C:14](=[CH:15][CH:16]=[CH:17][CH:18]=3)[CH:13]([CH2:20]COS(C)(=O)=O)[O:12]2)[C:9]2[C:4](=[CH:5][CH:6]=[CH:7][CH:8]=2)[NH:3]1.[CH3:27][O:28][CH2:29][CH2:30][NH:31][CH2:32][CH2:33][CH3:34].O1CCOC[CH2:36]1. (3) Given the product [NH2:10][C:11]([C:14]1[CH:15]=[CH:16][C:17]([F:20])=[CH:18][CH:19]=1)([CH2:12][OH:13])[CH2:31][OH:32], predict the reactants needed to synthesize it. The reactants are: FC1C(NC2C=C(OC(C)C)NN=2)=NC([NH:10][C@H:11]([C:14]2[CH:19]=[CH:18][C:17]([F:20])=[CH:16][CH:15]=2)[CH2:12][OH:13])=C(C=1)C#N.[CH3:31][OH:32]. (4) Given the product [CH3:17][NH:19][C:22]([NH:12][C:11]1[CH:13]=[CH:14][CH:15]=[C:9]([B:4]2[O:3][C:2]([CH3:16])([CH3:1])[C:6]([CH3:7])([CH3:8])[O:5]2)[CH:10]=1)=[O:27], predict the reactants needed to synthesize it. The reactants are: [CH3:1][C:2]1([CH3:16])[C:6]([CH3:8])([CH3:7])[O:5][B:4]([C:9]2[CH:10]=[C:11]([CH:13]=[CH:14][CH:15]=2)[NH2:12])[O:3]1.[CH2:17]([N:19]([CH2:22]C)CC)C.ClC(Cl)([O:27]C(=O)OC(Cl)(Cl)Cl)Cl.CN. (5) Given the product [NH2:30][C:22]1[C:23]([CH2:26][F:27])([CH2:28][F:29])[O:24][CH2:25][C:20]([C:18]2[C:17]([F:32])=[CH:16][N:15]=[C:14]([NH:11][C:9]([C:6]3[C:5]([CH3:12])=[CH:4][C:3]([C:1]#[N:2])=[CH:8][N:7]=3)=[O:10])[CH:19]=2)([CH3:31])[N:21]=1, predict the reactants needed to synthesize it. The reactants are: [C:1]([C:3]1[CH:4]=[C:5]([CH3:12])[C:6]([C:9]([NH2:11])=[O:10])=[N:7][CH:8]=1)#[N:2].Br[C:14]1[CH:19]=[C:18]([C:20]2([CH3:31])[CH2:25][O:24][C:23]([CH2:28][F:29])([CH2:26][F:27])[C:22]([NH2:30])=[N:21]2)[C:17]([F:32])=[CH:16][N:15]=1.CC1(C)C2C(=C(P(C3C=CC=CC=3)C3C=CC=CC=3)C=CC=2)OC2C(P(C3C=CC=CC=3)C3C=CC=CC=3)=CC=CC1=2.C([O-])([O-])=O.[Cs+].[Cs+]. (6) Given the product [CH3:19][O:20][C:21]([C:23]1[CH:32]=[CH:31][C:30]2[C:25](=[CH:26][CH:27]=[C:28]([C:33]#[N:34])[CH:29]=2)[CH:24]=1)=[O:22], predict the reactants needed to synthesize it. The reactants are: C1(C(O)=O)C2C(=CC=CC=2)C=CC=1.S(Cl)(Cl)=O.N.[CH3:19][O:20][C:21]([C:23]1[CH:32]=[CH:31][C:30]2[C:25](=[CH:26][CH:27]=[C:28]([C:33](=O)[NH2:34])[CH:29]=2)[CH:24]=1)=[O:22].ClC(Cl)(OC(=O)OC(Cl)(Cl)Cl)Cl. (7) Given the product [O-:43][S:40]([C:39]([F:46])([F:45])[F:38])(=[O:42])=[O:41].[C:34]([O:33][C:31]([N:28]1[CH2:29][CH2:30][C:10]2[N:9]([S:6]([N:1]3[CH:5]=[CH:4][N+:3]([CH3:39])=[CH:2]3)(=[O:8])=[O:7])[C:17]3[CH:16]=[CH:15][C:14]([C:18]([N:20]4[CH2:21][CH2:22][CH:23]([CH3:26])[CH2:24][CH2:25]4)=[O:19])=[CH:13][C:12]=3[C:11]=2[CH2:27]1)=[O:32])([CH3:36])([CH3:35])[CH3:37], predict the reactants needed to synthesize it. The reactants are: [N:1]1([S:6]([N:9]2[C:17]3[CH:16]=[CH:15][C:14]([C:18]([N:20]4[CH2:25][CH2:24][CH:23]([CH3:26])[CH2:22][CH2:21]4)=[O:19])=[CH:13][C:12]=3[C:11]3[CH2:27][N:28]([C:31]([O:33][C:34]([CH3:37])([CH3:36])[CH3:35])=[O:32])[CH2:29][CH2:30][C:10]2=3)(=[O:8])=[O:7])[CH:5]=[CH:4][N:3]=[CH:2]1.[F:38][C:39]([F:46])([F:45])[S:40]([O:43]C)(=[O:42])=[O:41]. (8) Given the product [OH:7][CH2:8][CH2:9][S:10][C:11]1[CH:16]=[CH:15][N:14]=[CH:13][CH:12]=1, predict the reactants needed to synthesize it. The reactants are: O1CCCCC1[O:7][CH2:8][CH2:9][S:10][C:11]1[CH:16]=[CH:15][N:14]=[CH:13][CH:12]=1. (9) Given the product [CH3:1][O:2][C:3]1[N:4]=[C:5]2[C:10](=[CH:11][CH:12]=1)[N:9]=[CH:8][CH:7]=[C:6]2[CH2:13][CH2:14][N:15]1[CH2:19][CH2:18][C@@H:17]([CH2:20][NH:21][C:42]([C:40]2[CH:39]=[CH:38][C:35]3[S:36][CH2:37][C:32](=[O:31])[NH:33][C:34]=3[N:41]=2)=[O:43])[CH2:16]1, predict the reactants needed to synthesize it. The reactants are: [CH3:1][O:2][C:3]1[N:4]=[C:5]2[C:10](=[CH:11][CH:12]=1)[N:9]=[CH:8][CH:7]=[C:6]2[CH2:13][CH2:14][N:15]1[CH2:19][CH2:18][C@@H:17]([CH2:20][NH2:21])[CH2:16]1.C(N(C(C)C)CC)(C)C.[O:31]=[C:32]1[CH2:37][S:36][C:35]2[CH:38]=[CH:39][C:40]([C:42](O)=[O:43])=[N:41][C:34]=2[NH:33]1.O.OC1C2N=NNC=2C=CC=1.C(Cl)CCl.